This data is from Reaction yield outcomes from USPTO patents with 853,638 reactions. The task is: Predict the reaction yield, written as a fraction of the theoretical maximum amount of product (1.0 means a 100% yield; for example, 0.34 means a 34% yield). The reactants are [CH3:1][S:2][C:3]1[CH:8]=[C:7]([CH2:9][CH2:10][C:11]([O:13]C(C)(C)C)=[O:12])[CH:6]=[C:5]([C:18]2[S:19][C:20]3[CH:28]=[CH:27][CH:26]=[CH:25][C:21]=3[C:22](=[O:24])[N:23]=2)[N:4]=1.C(OC(C)C)(C)C. The catalyst is FC(F)(F)C(O)=O. The product is [CH3:1][S:2][C:3]1[CH:8]=[C:7]([CH2:9][CH2:10][C:11]([OH:13])=[O:12])[CH:6]=[C:5]([C:18]2[S:19][C:20]3[CH:28]=[CH:27][CH:26]=[CH:25][C:21]=3[C:22](=[O:24])[N:23]=2)[N:4]=1. The yield is 0.870.